Dataset: NCI-60 drug combinations with 297,098 pairs across 59 cell lines. Task: Regression. Given two drug SMILES strings and cell line genomic features, predict the synergy score measuring deviation from expected non-interaction effect. (1) Synergy scores: CSS=52.0, Synergy_ZIP=-0.816, Synergy_Bliss=-0.693, Synergy_Loewe=-11.2, Synergy_HSA=4.27. Drug 2: CCC1=C2N=C(C=C(N2N=C1)NCC3=C[N+](=CC=C3)[O-])N4CCCCC4CCO. Cell line: OVCAR3. Drug 1: C1=C(C(=O)NC(=O)N1)F. (2) Drug 1: C1=CC=C(C(=C1)C(C2=CC=C(C=C2)Cl)C(Cl)Cl)Cl. Drug 2: CC1=C(C=C(C=C1)C(=O)NC2=CC(=CC(=C2)C(F)(F)F)N3C=C(N=C3)C)NC4=NC=CC(=N4)C5=CN=CC=C5. Cell line: M14. Synergy scores: CSS=-2.02, Synergy_ZIP=-0.332, Synergy_Bliss=-2.34, Synergy_Loewe=-2.99, Synergy_HSA=-2.59.